This data is from Full USPTO retrosynthesis dataset with 1.9M reactions from patents (1976-2016). The task is: Predict the reactants needed to synthesize the given product. (1) Given the product [CH3:3][C:4]([C:6]1[O:10][C:9]2[CH:11]=[CH:12][CH:13]=[C:14]([O:15][CH2:21][C@H:22]3[O:24][CH2:23]3)[C:8]=2[C:7]=1[CH3:16])=[O:5], predict the reactants needed to synthesize it. The reactants are: [H-].[Na+].[CH3:3][C:4]([C:6]1[O:10][C:9]2[CH:11]=[CH:12][CH:13]=[C:14]([OH:15])[C:8]=2[C:7]=1[CH3:16])=[O:5].S(C1C=CC([N+]([O-])=O)=CC=1)(O[CH2:21][C@H:22]1[O:24][CH2:23]1)(=O)=O. (2) Given the product [Cl:20][C:21]1[CH:22]=[CH:23][C:24]2[N:25]([C:27]([C:36]([N:3]3[CH2:4][C@H:5]4[C@H:1]([CH2:6]4)[C@H:2]3[CH2:7][NH:8][C:9]([C:11]3[N:18]4[C:14]([S:15][CH:16]=[CH:17]4)=[N:13][C:12]=3[CH3:19])=[O:10])=[O:37])=[C:28]([C:30]3[CH:35]=[CH:34][CH:33]=[CH:32][CH:31]=3)[N:29]=2)[CH:26]=1, predict the reactants needed to synthesize it. The reactants are: [C@H:1]12[CH2:6][C@H:5]1[CH2:4][NH:3][C@@H:2]2[CH2:7][NH:8][C:9]([C:11]1[N:18]2[C:14]([S:15][CH:16]=[CH:17]2)=[N:13][C:12]=1[CH3:19])=[O:10].[Cl:20][C:21]1[CH:22]=[CH:23][C:24]2[N:25]([C:27]([C:36](O)=[O:37])=[C:28]([C:30]3[CH:35]=[CH:34][CH:33]=[CH:32][CH:31]=3)[N:29]=2)[CH:26]=1. (3) The reactants are: [C:1](OC(=O)C)(=O)C.C(O)=O.[NH2:11][C:12]1[C:17]([N+:18]([O-])=O)=[C:16]([NH:21][CH:22]2[CH2:28][CH2:27][CH2:26][N:25]([C:29]([O:31][C:32]([CH3:35])([CH3:34])[CH3:33])=[O:30])[CH2:24][CH2:23]2)[C:15]([C:36]([O:38][CH2:39][CH3:40])=[O:37])=[CH:14][N:13]=1. Given the product [C:32]([O:31][C:29]([N:25]1[CH2:26][CH2:27][CH2:28][CH:22]([NH:21][C:16]2[C:15]([C:36]([O:38][CH2:39][CH3:40])=[O:37])=[CH:14][N:13]=[C:12]3[NH:11][CH:1]=[N:18][C:17]=23)[CH2:23][CH2:24]1)=[O:30])([CH3:35])([CH3:33])[CH3:34], predict the reactants needed to synthesize it. (4) The reactants are: [OH:1][C:2]1[CH:9]=[CH:8][C:5]([C:6]#[N:7])=[CH:4][C:3]=1[O:10][CH3:11].[SH2:12].C(NCC)C. Given the product [OH:1][C:2]1[CH:9]=[CH:8][C:5]([C:6](=[S:12])[NH2:7])=[CH:4][C:3]=1[O:10][CH3:11], predict the reactants needed to synthesize it. (5) Given the product [Br:9][CH:6]1[C:7](=[O:8])[C:2]([CH:23]([OH:30])[C:24]2[CH:29]=[CH:28][CH:27]=[CH:26][CH:25]=2)=[CH:3][N:4]=[CH:5]1, predict the reactants needed to synthesize it. The reactants are: Br[CH:2]1[C:7](=[O:8])[C:6]([Br:9])=[CH:5][N:4]=[CH:3]1.C1([Mg]Br)C=CC=CC=1.[Li]CCCC.[CH:23](=[O:30])[C:24]1[CH:29]=[CH:28][CH:27]=[CH:26][CH:25]=1.